Dataset: Reaction yield outcomes from USPTO patents with 853,638 reactions. Task: Predict the reaction yield, written as a fraction of the theoretical maximum amount of product (1.0 means a 100% yield; for example, 0.34 means a 34% yield). (1) The reactants are N[C:2]1[S:3][C:4]([C:19]([O:21][CH3:22])=[O:20])=[C:5]([C:7]2[N:12]=[C:11]([N:13]3[CH2:18][CH2:17][CH2:16][CH2:15][CH2:14]3)[CH:10]=[CH:9][N:8]=2)[N:6]=1.N([O-])=O.[Na+].C(=O)(O)[O-].[Na+].[ClH:32]. The catalyst is O. The product is [Cl:32][C:2]1[S:3][C:4]([C:19]([O:21][CH3:22])=[O:20])=[C:5]([C:7]2[N:12]=[C:11]([N:13]3[CH2:18][CH2:17][CH2:16][CH2:15][CH2:14]3)[CH:10]=[CH:9][N:8]=2)[N:6]=1. The yield is 0.540. (2) The reactants are [CH3:1][C:2]1[C:6]([C:7]2[N:11]([C:12]3[CH:17]=[CH:16][C:15]([O:18][CH3:19])=[CH:14][CH:13]=3)[N:10]=[C:9]([CH2:20][CH2:21][CH3:22])[C:8]=2/[CH:23]=[N:24]/[OH:25])=[C:5]([CH3:26])[O:4][N:3]=1.B(Br)(Br)Br.O. The catalyst is C(Cl)Cl. The product is [CH3:1][C:2]1[C:6]([C:7]2[N:11]([C:12]3[CH:13]=[CH:14][C:15]([O:18][CH3:19])=[CH:16][CH:17]=3)[N:10]=[C:9]([CH2:20][CH2:21][CH3:22])[C:8]=2[CH:23]=[N:24][OH:25])=[C:5]([CH3:26])[O:4][N:3]=1. The yield is 0.0300. (3) The reactants are [CH3:1][NH:2][C:3]([N:5]1[C:13]2[C:8](=[CH:9][C:10]([O:14][C:15]3[CH:20]=[CH:19][N:18]=[C:17]([N:21](C(OC4C=CC=CC=4)=O)[C:22](=[O:30])OC4C=CC=CC=4)[CH:16]=3)=[CH:11][CH:12]=2)[CH:7]=[CH:6]1)=[O:4].C(N(CC)CC)C.Cl.[NH2:48][C@H:49]([CH2:53][C:54]1[CH:59]=[CH:58][CH:57]=[CH:56][CH:55]=1)[C:50]([NH2:52])=[O:51]. The catalyst is CN(C)C=O. The product is [CH3:1][NH:2][C:3]([N:5]1[C:13]2[C:8](=[CH:9][C:10]([O:14][C:15]3[CH:20]=[CH:19][N:18]=[C:17]([NH:21][C:22]([NH:48][C@@H:49]([C:50](=[O:51])[NH2:52])[CH2:53][C:54]4[CH:59]=[CH:58][CH:57]=[CH:56][CH:55]=4)=[O:30])[CH:16]=3)=[CH:11][CH:12]=2)[CH:7]=[CH:6]1)=[O:4]. The yield is 0.760. (4) The reactants are C[O:2][C:3]1[C:8]2[NH:9][C:10]([C:12]3[S:13][CH:14]=[CH:15][CH:16]=3)=[N:11][C:7]=2[C:6]([C:17]([NH:19][CH:20]2[CH2:25][CH2:24][CH2:23][N:22]([CH3:26])[CH2:21]2)=[O:18])=[CH:5][CH:4]=1.B(Br)(Br)Br. No catalyst specified. The product is [OH:2][C:3]1[C:8]2[NH:9][C:10]([C:12]3[S:13][CH:14]=[CH:15][CH:16]=3)=[N:11][C:7]=2[C:6]([C:17]([NH:19][CH:20]2[CH2:25][CH2:24][CH2:23][N:22]([CH3:26])[CH2:21]2)=[O:18])=[CH:5][CH:4]=1. The yield is 0.360.